From a dataset of Reaction yield outcomes from USPTO patents with 853,638 reactions. Predict the reaction yield, written as a fraction of the theoretical maximum amount of product (1.0 means a 100% yield; for example, 0.34 means a 34% yield). The reactants are [NH:1]1[C@H:14]2[C@H:5]([CH2:6][CH2:7][C:8]3[C:13]2=[N:12][CH:11]=[CH:10][CH:9]=3)[CH2:4][CH2:3][CH2:2]1.C(=O)([O-])[O-].[K+].[K+].Cl[CH2:22][C:23]1[N:24]=[C:25]2[CH:30]=[CH:29][CH:28]=[C:27]([F:31])[N:26]2[CH:32]=1.[I-].[K+]. The catalyst is C(#N)C. The product is [F:31][C:27]1[N:26]2[CH:32]=[C:23]([CH2:22][N:12]3[C@H:13]4[C@H:8]([CH2:7][CH2:6][C:5]5[C:14]4=[N:1][CH:2]=[CH:3][CH:4]=5)[CH2:9][CH2:10][CH2:11]3)[N:24]=[C:25]2[CH:30]=[CH:29][CH:28]=1. The yield is 0.770.